Dataset: Reaction yield outcomes from USPTO patents with 853,638 reactions. Task: Predict the reaction yield, written as a fraction of the theoretical maximum amount of product (1.0 means a 100% yield; for example, 0.34 means a 34% yield). The reactants are [NH2:1][C:2]1[N:7]=[CH:6][C:5]([C:8]2[CH:13]=[CH:12][C:11]([C:14]3[C:15]([C:20]([O:22]C)=[O:21])=[CH:16][CH:17]=[CH:18][CH:19]=3)=[CH:10][C:9]=2[F:24])=[CH:4][N:3]=1. The catalyst is [OH-].[Na+].C1COCC1. The product is [NH2:1][C:2]1[N:7]=[CH:6][C:5]([C:8]2[CH:13]=[CH:12][C:11]([C:14]3[C:15]([C:20]([OH:22])=[O:21])=[CH:16][CH:17]=[CH:18][CH:19]=3)=[CH:10][C:9]=2[F:24])=[CH:4][N:3]=1. The yield is 1.06.